From a dataset of Forward reaction prediction with 1.9M reactions from USPTO patents (1976-2016). Predict the product of the given reaction. (1) Given the reactants Cl[C:2]1[N:7]2[N:8]=[C:9]([CH3:11])[CH:10]=[C:6]2[N:5]=[C:4]([NH:12][C:13](=[O:24])[C:14]2[CH:19]=[CH:18][C:17]([C:20]([OH:23])([CH3:22])[CH3:21])=[CH:16][CH:15]=2)[CH:3]=1.[C:25]1([S:31]([N:34]2[CH2:39][CH2:38][NH:37][CH2:36][CH2:35]2)(=[O:33])=[O:32])[CH:30]=[CH:29][CH:28]=[CH:27][CH:26]=1, predict the reaction product. The product is: [OH:23][C:20]([C:17]1[CH:18]=[CH:19][C:14]([C:13]([NH:12][C:4]2[CH:3]=[C:2]([N:37]3[CH2:38][CH2:39][N:34]([S:31]([C:25]4[CH:30]=[CH:29][CH:28]=[CH:27][CH:26]=4)(=[O:33])=[O:32])[CH2:35][CH2:36]3)[N:7]3[N:8]=[C:9]([CH3:11])[CH:10]=[C:6]3[N:5]=2)=[O:24])=[CH:15][CH:16]=1)([CH3:22])[CH3:21]. (2) Given the reactants [F:1][C:2]1[CH:22]=[CH:21][C:5]([O:6][CH2:7][C:8]2[N:9]=[C:10]3[S:17][C:16]([CH3:18])=[C:15]([CH2:19]O)[N:11]3[C:12](=[O:14])[CH:13]=2)=[CH:4][CH:3]=1.S(Cl)([Cl:25])=O.CN(C)C=O, predict the reaction product. The product is: [Cl:25][CH2:19][C:15]1[N:11]2[C:12](=[O:14])[CH:13]=[C:8]([CH2:7][O:6][C:5]3[CH:21]=[CH:22][C:2]([F:1])=[CH:3][CH:4]=3)[N:9]=[C:10]2[S:17][C:16]=1[CH3:18]. (3) Given the reactants Br[C:2]1[C:3](C=O)=[C:4]([N:8]2[CH:12]=[C:11]([C:13]#[N:14])[C:10]([NH:15][C:16]3[CH:21]=[CH:20][C:19]([C:22]([N:24]4[CH2:29][CH2:28][O:27][CH2:26][CH2:25]4)=[O:23])=[CH:18][CH:17]=3)=[N:9]2)[CH:5]=[CH:6][CH:7]=1.[C:32]([C:36]1[CH:37]=[C:38]2[C:43](=[C:44]([F:46])[CH:45]=1)[C:42](=[O:47])[NH:41][N:40]=[CH:39]2)([CH3:35])([CH3:34])[CH3:33].C(=O)(O)[O-:49].[Na+], predict the reaction product. The product is: [C:32]([C:36]1[CH:37]=[C:38]2[C:43](=[C:44]([F:46])[CH:45]=1)[C:42](=[O:47])[N:41]([C:2]1[CH:3]=[C:4]([N:8]3[CH:12]=[C:11]([C:13]([NH2:14])=[O:49])[C:10]([NH:15][C:16]4[CH:21]=[CH:20][C:19]([C:22]([N:24]5[CH2:29][CH2:28][O:27][CH2:26][CH2:25]5)=[O:23])=[CH:18][CH:17]=4)=[N:9]3)[CH:5]=[CH:6][CH:7]=1)[N:40]=[CH:39]2)([CH3:35])([CH3:33])[CH3:34]. (4) Given the reactants [H-].[Na+].CO[C:5]([C:7]1[CH:12]=[CH:11][CH:10]=[C:9]([Cl:13])[N:8]=1)=[O:6].[C:14](#[N:16])[CH3:15].C(Cl)Cl.CO, predict the reaction product. The product is: [Cl:13][C:9]1[N:8]=[C:7]([C:5](=[O:6])[CH2:15][C:14]#[N:16])[CH:12]=[CH:11][CH:10]=1. (5) The product is: [C:1]1([CH2:7][CH2:8][CH2:9][CH2:10][CH2:11][CH2:12][C:13]([C:15]2[O:16][C:17]([C:20]3[N:25]=[C:24]([C:26]([OH:28])=[O:27])[CH:23]=[CH:22][CH:21]=3)=[CH:18][N:19]=2)=[O:14])[CH:6]=[CH:5][CH:4]=[CH:3][CH:2]=1. Given the reactants [C:1]1([CH2:7][CH2:8][CH2:9][CH2:10][CH2:11][CH2:12][C:13]([C:15]2[O:16][C:17]([C:20]3[N:25]=[C:24]([C:26]([O:28]C)=[O:27])[CH:23]=[CH:22][CH:21]=3)=[CH:18][N:19]=2)=[O:14])[CH:6]=[CH:5][CH:4]=[CH:3][CH:2]=1, predict the reaction product.